From a dataset of Full USPTO retrosynthesis dataset with 1.9M reactions from patents (1976-2016). Predict the reactants needed to synthesize the given product. Given the product [CH3:20][C:21]1[CH:29]=[CH:28][C:24]([C:25]([NH:19][C:15]2[CH:16]=[C:17]3[C:12](=[CH:13][CH:14]=2)[CH2:11][N:10]([C:8](=[O:9])[CH2:7][C:2]2[CH:3]=[CH:4][CH:5]=[CH:6][N:1]=2)[CH2:18]3)=[O:26])=[C:23]([N:30]2[CH2:35][CH2:34][CH:33]([CH3:36])[CH2:32][CH2:31]2)[N:22]=1, predict the reactants needed to synthesize it. The reactants are: [N:1]1[CH:6]=[CH:5][CH:4]=[CH:3][C:2]=1[CH2:7][C:8]([N:10]1[CH2:18][C:17]2[C:12](=[CH:13][CH:14]=[C:15]([NH2:19])[CH:16]=2)[CH2:11]1)=[O:9].[CH3:20][C:21]1[CH:29]=[CH:28][C:24]([C:25](O)=[O:26])=[C:23]([N:30]2[CH2:35][CH2:34][CH:33]([CH3:36])[CH2:32][CH2:31]2)[N:22]=1.F[P-](F)(F)(F)(F)F.N1(O[P+](N2CCCC2)(N2CCCC2)N2CCCC2)C2C=CC=CC=2N=N1.C(N(C(C)C)CC)(C)C.Cl.